From a dataset of Full USPTO retrosynthesis dataset with 1.9M reactions from patents (1976-2016). Predict the reactants needed to synthesize the given product. (1) Given the product [OH:36][CH2:35][C@H:33]([NH:32][C:21]([C:20]1[C:14]2[C:15](=[N:16][CH:17]=[C:12]([C:6]3[C:5]4[C:9](=[CH:10][C:2]([Cl:1])=[CH:3][CH:4]=4)[N:8]([CH3:11])[N:7]=3)[N:13]=2)[N:18]([CH2:24][O:25][CH2:26][CH2:27][Si:28]([CH3:29])([CH3:31])[CH3:30])[CH:19]=1)=[O:22])[CH3:34], predict the reactants needed to synthesize it. The reactants are: [Cl:1][C:2]1[CH:10]=[C:9]2[C:5]([C:6]([C:12]3[N:13]=[C:14]4[C:20]([C:21](O)=[O:22])=[CH:19][N:18]([CH2:24][O:25][CH2:26][CH2:27][Si:28]([CH3:31])([CH3:30])[CH3:29])[C:15]4=[N:16][CH:17]=3)=[N:7][N:8]2[CH3:11])=[CH:4][CH:3]=1.[NH2:32][C@@H:33]([CH2:35][OH:36])[CH3:34].CN(C(ON1N=NC2C=CC=CC1=2)=[N+](C)C)C.F[P-](F)(F)(F)(F)F.C1C=CC2N(O)N=NC=2C=1.CCN(C(C)C)C(C)C. (2) Given the product [N+:51]([C:48]1[CH:47]=[CH:46][C:45]([C:43](=[O:44])[CH2:42][NH:41][C:12]([CH:9]2[CH2:8][CH2:7][CH:6]([CH2:5][C:4]([O:3][CH2:1][CH3:2])=[O:15])[CH2:11][CH2:10]2)=[O:14])=[CH:50][CH:49]=1)([O-:53])=[O:52], predict the reactants needed to synthesize it. The reactants are: [CH2:1]([O:3][C:4](=[O:15])[CH2:5][C@H:6]1[CH2:11][CH2:10][C@H:9]([C:12]([OH:14])=O)[CH2:8][CH2:7]1)[CH3:2].CN(C(ON1N=NC2C=CC=NC1=2)=[N+](C)C)C.F[P-](F)(F)(F)(F)F.Cl.[NH2:41][CH2:42][C:43]([C:45]1[CH:50]=[CH:49][C:48]([N+:51]([O-:53])=[O:52])=[CH:47][CH:46]=1)=[O:44].CCN(C(C)C)C(C)C.